From a dataset of NCI-60 drug combinations with 297,098 pairs across 59 cell lines. Regression. Given two drug SMILES strings and cell line genomic features, predict the synergy score measuring deviation from expected non-interaction effect. Drug 1: C1=CN(C(=O)N=C1N)C2C(C(C(O2)CO)O)O.Cl. Drug 2: C1=NC2=C(N=C(N=C2N1C3C(C(C(O3)CO)O)F)Cl)N. Cell line: HCT-15. Synergy scores: CSS=-0.904, Synergy_ZIP=0.602, Synergy_Bliss=5.19, Synergy_Loewe=-4.87, Synergy_HSA=1.20.